From a dataset of Full USPTO retrosynthesis dataset with 1.9M reactions from patents (1976-2016). Predict the reactants needed to synthesize the given product. (1) Given the product [CH3:20][N:21]([CH3:32])[C:22]1[CH:30]=[C:29]2[C:25]([CH:26]=[N:27][NH:28]2)=[CH:24][C:23]=1[NH:31][C:2]1[C:3]2[C:10]3[CH2:11][CH2:12][CH:13]([C:15]([N:17]([CH3:19])[CH3:18])=[O:16])[CH2:14][C:9]=3[S:8][C:4]=2[N:5]=[CH:6][N:7]=1, predict the reactants needed to synthesize it. The reactants are: Cl[C:2]1[C:3]2[C:10]3[CH2:11][CH2:12][CH:13]([C:15]([N:17]([CH3:19])[CH3:18])=[O:16])[CH2:14][C:9]=3[S:8][C:4]=2[N:5]=[CH:6][N:7]=1.[CH3:20][N:21]([CH3:32])[C:22]1[CH:30]=[C:29]2[C:25]([CH:26]=[N:27][NH:28]2)=[CH:24][C:23]=1[NH2:31]. (2) Given the product [NH2:4][C:5]1[N:10]=[C:9]([C:11]2[CH:12]=[CH:13][CH:14]=[CH:15][CH:16]=2)[C:8]([C:17]2[CH:22]=[CH:21][C:20](=[O:23])[N:19]([CH:24]([CH3:26])[CH3:25])[N:18]=2)=[N:7][C:6]=1[C:27]1[CH2:32][CH2:31][N:30]([CH3:33])[CH2:29][CH:28]=1, predict the reactants needed to synthesize it. The reactants are: [BH4-].[Na+].[I-].[NH2:4][C:5]1[C:6]([C:27]2[CH:32]=[CH:31][N+:30]([CH3:33])=[CH:29][CH:28]=2)=[N:7][C:8]([C:17]2[CH:22]=[CH:21][C:20](=[O:23])[N:19]([CH:24]([CH3:26])[CH3:25])[N:18]=2)=[C:9]([C:11]2[CH:16]=[CH:15][CH:14]=[CH:13][CH:12]=2)[N:10]=1.Cl. (3) Given the product [Cl:23][C:4]1[C:5]([CH2:8][CH2:9][NH:10][C:11](=[O:22])[C:12]2[CH:17]=[CH:16][CH:15]=[CH:14][C:13]=2[C:18]([F:21])([F:20])[F:19])=[N:6][CH:7]=[C:2]([C:28]2[CH:29]=[CH:30][C:25]([Cl:24])=[CH:26][CH:27]=2)[CH:3]=1, predict the reactants needed to synthesize it. The reactants are: Br[C:2]1[CH:3]=[C:4]([Cl:23])[C:5]([CH2:8][CH2:9][NH:10][C:11](=[O:22])[C:12]2[CH:17]=[CH:16][CH:15]=[CH:14][C:13]=2[C:18]([F:21])([F:20])[F:19])=[N:6][CH:7]=1.[Cl:24][C:25]1[CH:30]=[CH:29][C:28](B(O)O)=[CH:27][CH:26]=1.C(=O)([O-])[O-].[Cs+].[Cs+]. (4) Given the product [Cl:20][C:10]1[O:11][CH:12]=[C:13]([C:15]([O:17][CH2:18][CH3:19])=[O:16])[N:14]=1, predict the reactants needed to synthesize it. The reactants are: [N+]([O-])(OC(C)(C)C)=O.N[C:10]1[O:11][CH:12]=[C:13]([C:15]([O:17][CH2:18][CH3:19])=[O:16])[N:14]=1.[ClH:20].